This data is from Peptide-MHC class II binding affinity with 134,281 pairs from IEDB. The task is: Regression. Given a peptide amino acid sequence and an MHC pseudo amino acid sequence, predict their binding affinity value. This is MHC class II binding data. (1) The peptide sequence is AFKVAATAANSAPAN. The MHC is HLA-DPA10103-DPB10301 with pseudo-sequence HLA-DPA10103-DPB10301. The binding affinity (normalized) is 0.712. (2) The peptide sequence is DFHPGAGKTRRFLPQ. The MHC is HLA-DQA10201-DQB10301 with pseudo-sequence HLA-DQA10201-DQB10301. The binding affinity (normalized) is 0.554. (3) The peptide sequence is DRWLDLRYVGPASAD. The MHC is DRB1_1001 with pseudo-sequence DRB1_1001. The binding affinity (normalized) is 0.651. (4) The peptide sequence is STGGAYDTYKCIPSL. The MHC is DRB5_0101 with pseudo-sequence DRB5_0101. The binding affinity (normalized) is 0.219. (5) The peptide sequence is GELQIVDGIDAAFKI. The MHC is DRB1_1201 with pseudo-sequence DRB1_1201. The binding affinity (normalized) is 0.603. (6) The peptide sequence is KNKVVKVLRPAPGGK. The MHC is HLA-DQA10201-DQB10303 with pseudo-sequence HLA-DQA10201-DQB10303. The binding affinity (normalized) is 0.412. (7) The peptide sequence is EQEVWEKFGHLCRAH. The MHC is DRB1_0101 with pseudo-sequence DRB1_0101. The binding affinity (normalized) is 0.504. (8) The peptide sequence is DVCGMFTNRSGSQQWR. The MHC is DRB1_0405 with pseudo-sequence DRB1_0405. The binding affinity (normalized) is 0.198.